Dataset: Full USPTO retrosynthesis dataset with 1.9M reactions from patents (1976-2016). Task: Predict the reactants needed to synthesize the given product. (1) Given the product [OH:10][CH2:9][C:4]1[CH:5]=[CH:6][C:7]([CH3:8])=[C:2]([CH:3]=1)[C:16]([OH:18])=[O:17], predict the reactants needed to synthesize it. The reactants are: Br[C:2]1[CH:3]=[C:4]([CH2:9][OH:10])[CH:5]=[CH:6][C:7]=1[CH3:8].C([Li])CCC.[C:16](=[O:18])=[O:17]. (2) Given the product [NH2:3][C@@:2]([C:8]1[CH:17]=[CH:16][C:15]2[C:10](=[CH:11][CH:12]=[C:13]([O:18][C:19]3[CH:24]=[CH:23][CH:22]=[C:21]([C:25]([F:26])([F:27])[F:28])[CH:20]=3)[CH:14]=2)[CH:9]=1)([CH3:1])[CH2:6][OH:5], predict the reactants needed to synthesize it. The reactants are: [CH3:1][C@@:2]1([C:8]2[CH:17]=[CH:16][C:15]3[C:10](=[CH:11][CH:12]=[C:13]([O:18][C:19]4[CH:24]=[CH:23][CH:22]=[C:21]([C:25]([F:28])([F:27])[F:26])[CH:20]=4)[CH:14]=3)[CH:9]=2)[CH2:6][O:5]C(=O)[NH:3]1.C(O)C.[OH-].[Li+].O. (3) Given the product [NH2:26][C:4]1[C:5]2[O:9][CH:8]=[C:7]([C:10]([C:12]3[CH:13]=[C:14]([O:22][CH3:23])[C:15]([O:20][CH3:21])=[C:16]([O:18][CH3:19])[CH:17]=3)=[O:11])[C:6]=2[CH:24]=[CH:25][C:3]=1[O:2][CH3:1], predict the reactants needed to synthesize it. The reactants are: [CH3:1][O:2][C:3]1[CH:25]=[CH:24][C:6]2[C:7]([C:10]([C:12]3[CH:17]=[C:16]([O:18][CH3:19])[C:15]([O:20][CH3:21])=[C:14]([O:22][CH3:23])[CH:13]=3)=[O:11])=[CH:8][O:9][C:5]=2[C:4]=1[N+:26]([O-])=O.C([O-])=O.[NH4+].COCCOC. (4) The reactants are: C(NC(C)C)(C)C.C([Li])CCC.[F:13][C:14]1[CH:15]=[C:16]([Br:21])[CH:17]=[C:18]([F:20])[CH:19]=1.[Cl-].[NH4+].CN([CH:27]=[O:28])C. Given the product [Br:21][C:16]1[CH:15]=[C:14]([F:13])[C:19]([CH:27]=[O:28])=[C:18]([F:20])[CH:17]=1, predict the reactants needed to synthesize it. (5) Given the product [N:1]1[CH:6]=[CH:5][CH:4]=[CH:3][C:2]=1[O:7][C@H:8]1[C@@H:13]2[CH2:14][C@@H:10]([CH2:11][NH:12]2)[CH2:9]1, predict the reactants needed to synthesize it. The reactants are: [N:1]1[CH:6]=[CH:5][CH:4]=[CH:3][C:2]=1[O:7][C@H:8]1[C@@H:13]2[CH2:14][C@@H:10]([CH2:11][N:12]2C(OC(C)(C)C)=O)[CH2:9]1.Cl. (6) Given the product [F:8][C:9]1[CH:14]=[C:13]([CH:12]=[C:11]([F:15])[C:10]=1[OH:16])[CH:1]=[O:2], predict the reactants needed to synthesize it. The reactants are: [C:1](O)(C(F)(F)F)=[O:2].[F:8][C:9]1[CH:14]=[CH:13][CH:12]=[C:11]([F:15])[C:10]=1[OH:16].C1N2CN3CN(C2)CN1C3.